From a dataset of Catalyst prediction with 721,799 reactions and 888 catalyst types from USPTO. Predict which catalyst facilitates the given reaction. (1) Reactant: [Br:1][C:2]1[CH:3]=[C:4]([CH3:11])[C:5]([F:10])=[C:6]([CH2:8]Br)[CH:7]=1.C(=O)(O)[O-:13].[Na+].O. Product: [Br:1][C:2]1[CH:3]=[C:4]([CH3:11])[C:5]([F:10])=[C:6]([CH2:8][OH:13])[CH:7]=1. The catalyst class is: 21. (2) Reactant: [Br:1][C:2]1[N:6]=[C:5](SC)[S:4][N:3]=1.[CH:9]1C=C(Cl)C=C(C(OO)=O)C=1.[S:20]([O-:23])([O-])=[O:21].[Na+].[Na+].O. Product: [Br:1][C:2]1[N:6]=[C:5]([S:20]([CH3:9])(=[O:23])=[O:21])[S:4][N:3]=1. The catalyst class is: 4. (3) Reactant: [F:1][C:2]1[CH:3]=[C:4]2[C:9](=[CH:10][CH:11]=1)[N:8]([C:12]1[C:13](=[O:26])[NH:14][C:15]3[C:20]([N:21]=1)=[CH:19][C:18]([C:22]([O:24][CH3:25])=[O:23])=[CH:17][CH:16]=3)[CH2:7][CH2:6][CH2:5]2.N1C=CC=CC=1.[O:33](S(C(F)(F)F)(=O)=O)[S:34]([C:37]([F:40])([F:39])[F:38])(=O)=[O:35]. Product: [F:1][C:2]1[CH:3]=[C:4]2[C:9](=[CH:10][CH:11]=1)[N:8]([C:12]1[C:13]([O:26][S:34]([C:37]([F:40])([F:39])[F:38])(=[O:35])=[O:33])=[N:14][C:15]3[C:20]([N:21]=1)=[CH:19][C:18]([C:22]([O:24][CH3:25])=[O:23])=[CH:17][CH:16]=3)[CH2:7][CH2:6][CH2:5]2. The catalyst class is: 4.